From a dataset of Catalyst prediction with 721,799 reactions and 888 catalyst types from USPTO. Predict which catalyst facilitates the given reaction. (1) Reactant: [Si]([O:8][CH2:9][C:10]1[C:11]([C:16]2[N:20]([CH3:21])[N:19]=[CH:18][CH:17]=2)=[N:12][CH:13]=[CH:14][CH:15]=1)(C(C)(C)C)(C)C.[Si](OC[C:31]1[C:32]([C:37]2[CH:41]=[CH:40][N:39]([CH3:42])[N:38]=2)=[N:33][CH:34]=[CH:35][CH:36]=1)(C(C)(C)C)(C)C.Cl. Product: [CH3:21][N:20]1[C:16]([C:11]2[C:10]([CH2:9][OH:8])=[CH:15][CH:14]=[CH:13][N:12]=2)=[CH:17][CH:18]=[N:19]1.[CH3:42][N:39]1[CH:40]=[CH:41][C:37]([C:32]2[CH:31]=[CH:36][C:35]([CH2:9][OH:8])=[CH:34][N:33]=2)=[N:38]1. The catalyst class is: 5. (2) Product: [NH2:1][C:2]1[C:3]([C:8]([NH2:10])=[O:9])=[N:4][C:5]([Br:11])=[CH:6][N:7]=1. Reactant: [NH2:1][C:2]1[C:3]([C:8]([NH2:10])=[O:9])=[N:4][CH:5]=[CH:6][N:7]=1.[Br:11]Br.C([O-])([O-])=O.[Na+].[Na+]. The catalyst class is: 15. (3) Reactant: [C:1](=[S:3])=S.[Cl:4][C:5]1[CH:10]=[CH:9][C:8]([C@@H:11]([NH2:22])[C@:12]([C:15]2[CH:20]=[CH:19][C:18]([Cl:21])=[CH:17][CH:16]=2)([NH2:14])[CH3:13])=[CH:7][CH:6]=1. Product: [Cl:21][C:18]1[CH:19]=[CH:20][C:15]([C@@:12]2([CH3:13])[C@@H:11]([C:8]3[CH:7]=[CH:6][C:5]([Cl:4])=[CH:10][CH:9]=3)[NH:22][C:1](=[S:3])[NH:14]2)=[CH:16][CH:17]=1. The catalyst class is: 8. (4) Reactant: [Si:1]([O:18][CH2:19][CH2:20][CH:21]([C:30]1[C:34](I)=[C:33]([CH:36]2[CH2:39][CH:38]([CH2:40][CH:41]([CH2:44][CH3:45])[CH2:42][CH3:43])[CH2:37]2)[O:32][N:31]=1)[CH2:22][C:23]([O:25][C:26]([CH3:29])([CH3:28])[CH3:27])=[O:24])([C:14]([CH3:17])([CH3:16])[CH3:15])([C:8]1[CH:13]=[CH:12][CH:11]=[CH:10][CH:9]=1)[C:2]1[CH:7]=[CH:6][CH:5]=[CH:4][CH:3]=1.[CH:46]1(B2OC(C)(C)C(C)(C)O2)[CH2:48][CH2:47]1.P([O-])([O-])([O-])=O.[K+].[K+].[K+].CN(C)C(=O)C. Product: [Si:1]([O:18][CH2:19][CH2:20][CH:21]([C:30]1[C:34]([CH:46]2[CH2:48][CH2:47]2)=[C:33]([CH:36]2[CH2:39][CH:38]([CH2:40][CH:41]([CH2:44][CH3:45])[CH2:42][CH3:43])[CH2:37]2)[O:32][N:31]=1)[CH2:22][C:23]([O:25][C:26]([CH3:29])([CH3:28])[CH3:27])=[O:24])([C:14]([CH3:17])([CH3:16])[CH3:15])([C:8]1[CH:13]=[CH:12][CH:11]=[CH:10][CH:9]=1)[C:2]1[CH:7]=[CH:6][CH:5]=[CH:4][CH:3]=1. The catalyst class is: 13. (5) Reactant: [N:1]([C@@H:4]1[CH2:9][CH2:8][CH2:7][C@@H:6]([F:10])[C@@H:5]1[N:11]=[N+]=[N-])=[N+]=[N-]. Product: [F:10][C@@H:6]1[CH2:7][CH2:8][CH2:9][C@@H:4]([NH2:1])[C@H:5]1[NH2:11]. The catalyst class is: 320. (6) Reactant: [P:1]([O-:40])([O-:39])([O:3][C:4](C(C)(C)C)(C(C)(C)C)[N:5]1[CH:10]=[CH:9][C:8]([NH:11][C:12](=[O:29])[C:13]2[CH:18]=[CH:17][C:16]([Cl:19])=[CH:15][C:14]=2[O:20][C:21]2[CH:26]=[CH:25][C:24]([F:27])=[CH:23][C:22]=2[CH3:28])=[CH:7][C:6]1=[O:30])=[O:2].CC(O)=O. Product: [P:1]([OH:40])([OH:39])([O:3][CH2:4][N:5]1[CH:10]=[CH:9][C:8]([NH:11][C:12](=[O:29])[C:13]2[CH:18]=[CH:17][C:16]([Cl:19])=[CH:15][C:14]=2[O:20][C:21]2[CH:26]=[CH:25][C:24]([F:27])=[CH:23][C:22]=2[CH3:28])=[CH:7][C:6]1=[O:30])=[O:2]. The catalyst class is: 144.